This data is from Forward reaction prediction with 1.9M reactions from USPTO patents (1976-2016). The task is: Predict the product of the given reaction. Given the reactants C(CC1[C:14]2[C:9](=[CH:10][CH:11]=[CH:12][CH:13]=2)[C:8]([C:15]2[N:20]=[C:19]([NH2:21])[CH:18]=[CH:17][CH:16]=2)=CC=1)(O)=O.[CH2:22]([N:30]1[CH2:35][CH2:34][NH:33][CH2:32][CH2:31]1)[CH2:23][C:24]1[CH:29]=[CH:28][CH:27]=[CH:26][CH:25]=1.C(N(CC)CC)C.ON1[C:48]2[CH:49]=[CH:50][CH:51]=C[C:47]=2N=N1.C[OH:54].C(Cl)Cl, predict the reaction product. The product is: [C:24]1([CH2:23][CH2:22][N:30]2[CH2:31][CH2:32][N:33]([C:51]([C:50]3[C:14]4[C:9](=[CH:10][CH:11]=[CH:12][CH:13]=4)[C:8]([C:15]4[N:20]=[C:19]([NH2:21])[CH:18]=[CH:17][CH:16]=4)=[C:48]([CH3:47])[CH:49]=3)=[O:54])[CH2:34][CH2:35]2)[CH:25]=[CH:26][CH:27]=[CH:28][CH:29]=1.